This data is from Forward reaction prediction with 1.9M reactions from USPTO patents (1976-2016). The task is: Predict the product of the given reaction. (1) Given the reactants F[C:2]1[CH:11]=[C:10]2[C:5]([C:6](=[O:12])[NH:7][CH:8]=[N:9]2)=[CH:4][CH:3]=1.C(OC([N:20]1[CH2:25][CH2:24][CH2:23][CH:22]([NH2:26])[CH2:21]1)=O)(C)(C)C, predict the reaction product. The product is: [NH:20]1[CH2:25][CH2:24][CH2:23][CH:22]([NH:26][C:2]2[CH:11]=[C:10]3[C:5]([C:6](=[O:12])[NH:7][CH:8]=[N:9]3)=[CH:4][CH:3]=2)[CH2:21]1. (2) Given the reactants [O:1]=[N:2][C@H:3]([C:8]([O-:10])=[O:9])[CH2:4][CH2:5][S:6][CH3:7].[Ca+2].[O:1]=[N:2][C@H:3]([C:8]([O-:10])=[O:9])[CH2:4][CH2:5][S:6][CH3:7].Cl, predict the reaction product. The product is: [O:1]=[N:2][C@H:3]([C:8]([OH:10])=[O:9])[CH2:4][CH2:5][S:6][CH3:7]. (3) Given the reactants Cl.[CH3:2][C:3]1[S:7][C:6]([CH2:8][NH2:9])=[N:5][N:4]=1.[C:10](O[C:10]([O:12][C:13]([CH3:16])([CH3:15])[CH3:14])=[O:11])([O:12][C:13]([CH3:16])([CH3:15])[CH3:14])=[O:11].C(N(CC)CC)C, predict the reaction product. The product is: [CH3:2][C:3]1[S:7][C:6]([CH2:8][NH:9][C:10](=[O:11])[O:12][C:13]([CH3:16])([CH3:15])[CH3:14])=[N:5][N:4]=1. (4) Given the reactants [ClH:1].C([O:5][C:6](=[O:45])[C@H:7]([N:25]1[CH2:29][CH2:28][C@H:27]([NH:30][S:31]([C:34]2[S:38][C:37]([N:39]3[CH2:43][CH2:42][CH2:41][CH2:40]3)=[N:36][CH:35]=2)(=[O:33])=[O:32])[C:26]1=[O:44])[CH2:8][C:9]1[CH:10]=[C:11]2[C:16](=[CH:17][C:18]=1[O:19][C:20]([F:23])([F:22])[F:21])[C:15]([NH2:24])=[N:14][CH:13]=[CH:12]2)CC.O, predict the reaction product. The product is: [ClH:1].[NH2:24][C:15]1[C:16]2[C:11](=[CH:10][C:9]([CH2:8][C@@H:7]([N:25]3[CH2:29][CH2:28][C@H:27]([NH:30][S:31]([C:34]4[S:38][C:37]([N:39]5[CH2:43][CH2:42][CH2:41][CH2:40]5)=[N:36][CH:35]=4)(=[O:33])=[O:32])[C:26]3=[O:44])[C:6]([OH:45])=[O:5])=[C:18]([O:19][C:20]([F:22])([F:21])[F:23])[CH:17]=2)[CH:12]=[CH:13][N:14]=1. (5) Given the reactants [CH3:1][C:2]([CH3:27])=[CH:3][C:4]1[N:8]2[C:9]3[CH:10]=[CH:11][CH:12]=[C:13]([C:21]4[CH:26]=[CH:25][CH:24]=[CH:23][CH:22]=4)[C:14]=3[C:15]3[CH:16]=[CH:17][CH:18]=[CH:19][C:20]=3[C:7]2=[N:6][CH:5]=1.[Cl-].[Cl-].[Cl-].[Al+3], predict the reaction product. The product is: [CH3:1][C:2]1([CH3:27])[C:10]2[CH:11]=[CH:12][C:13]([C:21]3[CH:26]=[CH:25][CH:24]=[CH:23][CH:22]=3)=[C:14]3[C:9]=2[N:8]2[C:7](=[N:6][CH:5]=[C:4]2[CH2:3]1)[C:20]1[CH:19]=[CH:18][CH:17]=[CH:16][C:15]=13. (6) Given the reactants [CH3:1][O:2][CH:3]([C:8]([O:10][CH3:11])=[O:9])[C:4]([O:6][CH3:7])=[O:5].[H-].[Na+].Br[CH2:15][CH:16]([CH3:18])[CH3:17].[I-].[Na+], predict the reaction product. The product is: [CH2:15]([C:3]([O:2][CH3:1])([C:4]([O:6][CH3:7])=[O:5])[C:8]([O:10][CH3:11])=[O:9])[CH:16]([CH3:18])[CH3:17]. (7) Given the reactants [Cl:1][C:2]1[C:7]([O:8][CH3:9])=[CH:6][C:5]([O:10][CH3:11])=[CH:4][C:3]=1[C:12]1[C:24](=[O:25])[N:23]([CH2:26][CH2:27][N:28]2[CH2:33][CH2:32][CH:31]([NH:34][C:35](=[O:41])[O:36][C:37]([CH3:40])([CH3:39])[CH3:38])[CH2:30][CH2:29]2)[C:15]2[N:16]=[C:17](S(C)=O)[N:18]=[CH:19][C:14]=2[CH:13]=1.Cl.[CH3:43][NH2:44].O.C(OCC)(=O)C, predict the reaction product. The product is: [Cl:1][C:2]1[C:7]([O:8][CH3:9])=[CH:6][C:5]([O:10][CH3:11])=[CH:4][C:3]=1[C:12]1[C:24](=[O:25])[N:23]([CH2:26][CH2:27][N:28]2[CH2:33][CH2:32][CH:31]([NH:34][C:35](=[O:41])[O:36][C:37]([CH3:40])([CH3:39])[CH3:38])[CH2:30][CH2:29]2)[C:15]2[N:16]=[C:17]([NH:44][CH3:43])[N:18]=[CH:19][C:14]=2[CH:13]=1.